This data is from Full USPTO retrosynthesis dataset with 1.9M reactions from patents (1976-2016). The task is: Predict the reactants needed to synthesize the given product. (1) Given the product [C:12]([SiH2:16][O:17][C:18]([CH3:27])([CH3:26])[CH:19]1[CH2:24][C:23]([C:6]#[C:5][Si:2]([CH3:4])([CH3:3])[CH3:1])([OH:25])[CH2:22][CH2:21][O:20]1)([CH3:15])([CH3:13])[CH3:14], predict the reactants needed to synthesize it. The reactants are: [CH3:1][Si:2]([C:5]#[CH:6])([CH3:4])[CH3:3].[Li]CCCC.[C:12]([SiH2:16][O:17][C:18]([CH3:27])([CH3:26])[CH:19]1[CH2:24][C:23](=[O:25])[CH2:22][CH2:21][O:20]1)([CH3:15])([CH3:14])[CH3:13]. (2) The reactants are: [CH3:1][O:2][C:3]1[CH:4]=[C:5]([C:11]2[CH:16]=[C:15]([CH3:17])[CH:14]=[CH:13][C:12]=2[NH:18][C:19](=[O:29])[CH:20]([OH:28])[C:21]2[CH:26]=[CH:25][C:24]([CH3:27])=[CH:23][CH:22]=2)[CH:6]=[CH:7][C:8]=1[O:9][CH3:10].C(=O)([O-])[O-].[Cs+].[Cs+].Br[CH2:37][C:38]#[CH:39]. Given the product [CH3:1][O:2][C:3]1[CH:4]=[C:5]([C:11]2[CH:16]=[C:15]([CH3:17])[CH:14]=[CH:13][C:12]=2[NH:18][C:19](=[O:29])[CH:20]([O:28][CH2:39][C:38]#[CH:37])[C:21]2[CH:22]=[CH:23][C:24]([CH3:27])=[CH:25][CH:26]=2)[CH:6]=[CH:7][C:8]=1[O:9][CH3:10], predict the reactants needed to synthesize it. (3) Given the product [N+:36]([C:33]1[CH:34]=[CH:35][C:30]2[N:6]3[N:5]=[C:4]([C:7]4[CH:8]=[CH:9][C:10]([O:13][C:14]5[CH:19]=[CH:18][CH:17]=[CH:16][CH:15]=5)=[CH:11][CH:12]=4)[C:3]([C:20]([NH2:22])=[O:21])=[C:2]3[NH:1][C:40](=[O:41])[CH2:39][C:31]=2[CH:32]=1)([O-:38])=[O:37], predict the reactants needed to synthesize it. The reactants are: [NH2:1][C:2]1[NH:6][N:5]=[C:4]([C:7]2[CH:12]=[CH:11][C:10]([O:13][C:14]3[CH:19]=[CH:18][CH:17]=[CH:16][CH:15]=3)=[CH:9][CH:8]=2)[C:3]=1[C:20]([NH2:22])=[O:21].C([O-])([O-])=O.[K+].[K+].F[C:30]1[CH:35]=[CH:34][C:33]([N+:36]([O-:38])=[O:37])=[CH:32][C:31]=1[CH2:39][C:40](OC)=[O:41]. (4) Given the product [NH2:1][C:2]1[C:3]2[CH2:36][CH2:34][O:33][C:4]=2[C:5]([C:6]([NH:8][CH2:9][CH:10]2[O:15][CH2:14][CH2:13][N:12]([CH2:16][CH:17]3[CH2:18][CH2:19][N:20]([C:23]([O:25][C:26]([CH3:29])([CH3:28])[CH3:27])=[O:24])[CH2:21][CH2:22]3)[CH2:11]2)=[O:7])=[CH:30][C:31]=1[Cl:32], predict the reactants needed to synthesize it. The reactants are: [NH2:1][C:2]1[C:31]([Cl:32])=[CH:30][C:5]([C:6]([NH:8][CH2:9][CH:10]2[O:15][CH2:14][CH2:13][N:12]([CH2:16][CH:17]3[CH2:22][CH2:21][N:20]([C:23]([O:25][C:26]([CH3:29])([CH3:28])[CH3:27])=[O:24])[CH2:19][CH2:18]3)[CH2:11]2)=[O:7])=[C:4]([O:33][CH3:34])[CH:3]=1.N[C:36]1C2CCOC=2C(C(O)=O)=CC=1Cl.